From a dataset of Full USPTO retrosynthesis dataset with 1.9M reactions from patents (1976-2016). Predict the reactants needed to synthesize the given product. (1) Given the product [C:33]([O:35][CH3:36])(=[O:34])[C:26]1[C:25](=[CH:24][CH:29]=[CH:28][CH:27]=1)[C:33]([O:35][CH3:36])=[O:34], predict the reactants needed to synthesize it. The reactants are: CCCC[CH2:36][O:35][C:33]([C:25]1[C:26](Cl)=[CH:27][C:28](Cl)=[C:29](Cl)[C:24]=1OC(C(O[C:24]1[C:29](Cl)=[C:28](Cl)[CH:27]=[C:26](Cl)[C:25]=1[C:33]([O:35][CH2:36]CCCC)=[O:34])=O)=O)=[O:34].C1C=CC(C#CC2C3C(=CC=CC=3)C(C#CC3C=CC=CC=3)=C3C=2C=CC=C3)=CC=1. (2) Given the product [CH3:83][CH2:84][O:85][CH2:86][CH2:87][O:55][C@H:50]1[C@H:51]([O:53][CH3:54])[CH2:52][CH:47]([CH2:46][C@H:44]([CH:27]2[O:28][C:29](=[O:30])[C@H:31]3[N:36]([CH2:35][CH2:34][CH2:33][CH2:32]3)[C:37](=[O:38])[C:39](=[O:40])[C@:41]3([OH:43])[O:42][C@@H:5]([CH2:4][CH2:3][C@H:2]3[CH3:1])[CH2:6][C@H:7]([O:64][CH3:65])[C:8]([CH3:63])=[CH:9][CH:10]=[CH:11][CH:12]=[CH:13][CH:14]([CH3:62])[CH2:15][C@@H:16]([CH3:61])[C:17](=[O:18])[C@H:19]([O:59][CH3:60])[C@H:20]([OH:58])[C:21]([CH3:57])=[CH:22][C@@H:23]([CH3:56])[C:24](=[O:25])[CH2:26]2)[CH3:45])[CH2:48][CH2:49]1, predict the reactants needed to synthesize it. The reactants are: [CH3:1][C@H:2]1[C@@:41]2([OH:43])[O:42][C@H:5]([CH2:6][C@H:7]([O:64][CH3:65])[C:8]([CH3:63])=[CH:9][CH:10]=[CH:11][CH:12]=[CH:13][C@@H:14]([CH3:62])[CH2:15][C@@H:16]([CH3:61])[C:17]([C@H:19]([O:59][CH3:60])[C@H:20]([OH:58])[C:21]([CH3:57])=[CH:22][C@@H:23]([CH3:56])[C:24]([CH2:26][C@@H:27]([C@@H:44]([CH2:46][C@H:47]3[CH2:52][C@@H:51]([O:53][CH3:54])[C@H:50]([OH:55])[CH2:49][CH2:48]3)[CH3:45])[O:28][C:29]([C@H:31]3[N:36]([C:37]([C:39]2=[O:40])=[O:38])[CH2:35][CH2:34][CH2:33][CH2:32]3)=[O:30])=[O:25])=[O:18])[CH2:4][CH2:3]1.C(N(C(C)C)C(C)C)C.O([CH2:83][CH2:84][O:85][CH2:86][CH3:87])S(C(F)(F)F)(=O)=O.Cl. (3) Given the product [CH3:1][C:2]1[CH:7]=[CH:6][N:5]=[C:4]([C:8]2([NH2:9])[CH2:11][CH2:10]2)[N:3]=1, predict the reactants needed to synthesize it. The reactants are: [CH3:1][C:2]1[CH:7]=[CH:6][N:5]=[C:4]([C:8]#[N:9])[N:3]=1.[CH2:10]([Mg]Br)[CH3:11].B(F)(F)F.O. (4) Given the product [CH3:51][N:50]([CH3:52])[C:45]1[CH:46]=[C:47]2[C:42](=[CH:43][CH:44]=1)[C:41](=[O:53])[N:40]([C:36]1[CH:37]=[CH:38][CH:39]=[C:34]([C:6]3[CH:5]=[C:4]([NH:17][C:18]4[CH:23]=[CH:22][C:21]([C:24]([N:26]5[CH2:27][CH2:28][O:29][CH2:30][CH2:31]5)=[O:25])=[CH:20][N:19]=4)[C:3](=[O:32])[N:2]([CH3:1])[CH:7]=3)[C:35]=1[CH3:54])[CH:49]=[CH:48]2, predict the reactants needed to synthesize it. The reactants are: [CH3:1][N:2]1[CH:7]=[C:6](B2OC(C)(C)C(C)(C)O2)[CH:5]=[C:4]([NH:17][C:18]2[CH:23]=[CH:22][C:21]([C:24]([N:26]3[CH2:31][CH2:30][O:29][CH2:28][CH2:27]3)=[O:25])=[CH:20][N:19]=2)[C:3]1=[O:32].Br[C:34]1[C:35]([CH3:54])=[C:36]([N:40]2[CH:49]=[CH:48][C:47]3[C:42](=[CH:43][CH:44]=[C:45]([N:50]([CH3:52])[CH3:51])[CH:46]=3)[C:41]2=[O:53])[CH:37]=[CH:38][CH:39]=1.P([O-])([O-])([O-])=O.[K+].[K+].[K+]. (5) Given the product [CH2:3]1[C:4]2([CH2:7][N:6]([C:8]3[CH:9]=[C:10]([NH:14][C:15]4[C:16]5[N:33]=[CH:32][S:31][C:17]=5[N:18]=[C:19]([C:21]5[CH:22]=[C:23]([CH:28]=[CH:29][CH:30]=5)[C:24]([OH:26])=[O:25])[N:20]=4)[CH:11]=[CH:12][CH:13]=3)[CH2:5]2)[CH2:1][O:2]1, predict the reactants needed to synthesize it. The reactants are: [CH2:1]1[C:4]2([CH2:7][N:6]([C:8]3[CH:9]=[C:10]([NH:14][C:15]4[C:16]5[N:33]=[CH:32][S:31][C:17]=5[N:18]=[C:19]([C:21]5[CH:22]=[C:23]([CH:28]=[CH:29][CH:30]=5)[C:24]([O:26]C)=[O:25])[N:20]=4)[CH:11]=[CH:12][CH:13]=3)[CH2:5]2)[CH2:3][O:2]1.[OH-].[Na+]. (6) Given the product [OH:1][CH2:2][CH2:3][CH2:4][CH2:5][CH2:6][CH2:7][CH2:8][CH2:9][O:10][C:11]1[CH:16]=[CH:15][N:14]=[C:13]([CH2:17][OH:18])[C:12]=1[CH3:22], predict the reactants needed to synthesize it. The reactants are: [OH:1][CH2:2][CH2:3][CH2:4][CH2:5][CH2:6][CH2:7][CH2:8][CH2:9][O:10][C:11]1[CH:16]=[CH:15][N:14]=[C:13]([CH2:17][O:18]C(=O)C)[C:12]=1[CH3:22].[OH-].[Na+]. (7) Given the product [O:23]([CH2:2][CH2:1][O:3][CH2:4][CH3:5])[S:20]([C:19]([F:32])([F:31])[F:18])(=[O:22])=[O:21], predict the reactants needed to synthesize it. The reactants are: [CH2:1]([O:3][CH:4](O)[CH3:5])[CH3:2].C(Cl)Cl.N1C(C)=CC=CC=1C.[F:18][C:19]([F:32])([F:31])[S:20]([O:23]S(C(F)(F)F)(=O)=O)(=[O:22])=[O:21]. (8) The reactants are: [I:1][C:2]1[C:3]([O:27][C:28]2[CH:29]=[C:30]3[C:34](=[CH:35][CH:36]=2)[N:33]([C:37]([NH:39][CH3:40])=[O:38])[CH:32]=[CH:31]3)=[N:4][C:5](N(C(OC2C=CC=CC=2)=O)C(=O)OC2C=CC=CC=2)=[N:6][CH:7]=1.CO.C[NH2:44].O.[CH3:46][N:47](C)[CH:48]=[O:49]. Given the product [CH3:40][NH:39][C:37]([N:33]1[C:34]2[C:30](=[CH:29][C:28]([O:27][C:3]3[C:2]([I:1])=[CH:7][N:6]=[C:5]([NH:44][C:48]([NH:47][CH3:46])=[O:49])[N:4]=3)=[CH:36][CH:35]=2)[CH:31]=[CH:32]1)=[O:38], predict the reactants needed to synthesize it. (9) Given the product [C:1]([C:3]1[CH:4]=[CH:5][C:6]([CH:9]2[CH2:14][C:13](=[O:15])[CH2:12][CH2:11][N:10]2[C:16]([O:18][CH2:19][C:20]2[CH:25]=[CH:24][CH:23]=[CH:22][CH:21]=2)=[O:17])=[CH:7][CH:8]=1)#[N:2], predict the reactants needed to synthesize it. The reactants are: [C:1]([C:3]1[CH:8]=[CH:7][C:6]([CH:9]2[CH2:14][C:13](=[O:15])[CH:12]=[CH:11][N:10]2[C:16]([O:18][CH2:19][C:20]2[CH:25]=[CH:24][CH:23]=[CH:22][CH:21]=2)=[O:17])=[CH:5][CH:4]=1)#[N:2]. (10) Given the product [Cl:1][C:2]1[CH:22]=[C:21]([CH2:23][N:24]2[CH2:25][CH2:26][N:27]([S:41]([CH2:40][CH2:39][CH2:38][Cl:37])(=[O:43])=[O:42])[CH2:28][CH2:29]2)[CH:20]=[CH:19][C:3]=1[O:4][CH:5]1[CH2:6][CH2:7][N:8]([C:11]2[N:16]=[CH:15][C:14]([CH2:17][CH3:18])=[CH:13][N:12]=2)[CH2:9][CH2:10]1, predict the reactants needed to synthesize it. The reactants are: [Cl:1][C:2]1[CH:22]=[C:21]([CH2:23][N:24]2[CH2:29][CH2:28][NH:27][CH2:26][CH2:25]2)[CH:20]=[CH:19][C:3]=1[O:4][CH:5]1[CH2:10][CH2:9][N:8]([C:11]2[N:16]=[CH:15][C:14]([CH2:17][CH3:18])=[CH:13][N:12]=2)[CH2:7][CH2:6]1.C(N(CC)CC)C.[Cl:37][CH2:38][CH2:39][CH2:40][S:41](Cl)(=[O:43])=[O:42].